Dataset: Full USPTO retrosynthesis dataset with 1.9M reactions from patents (1976-2016). Task: Predict the reactants needed to synthesize the given product. (1) Given the product [F:20][C:3]([F:19])([F:2])[C:4]1[CH:5]=[C:6]([S:10]([CH2:13][C@H:14]2[CH2:15][C@H:16]([N:18]3[C:24](=[O:25])[C:23]4[C:22](=[CH:30][CH:29]=[CH:28][CH:27]=4)[C:21]3=[O:26])[CH2:17]2)(=[O:11])=[O:12])[CH:7]=[CH:8][CH:9]=1, predict the reactants needed to synthesize it. The reactants are: Cl.[F:2][C:3]([F:20])([F:19])[C:4]1[CH:5]=[C:6]([S:10]([CH2:13][C@H:14]2[CH2:17][C@H:16]([NH2:18])[CH2:15]2)(=[O:12])=[O:11])[CH:7]=[CH:8][CH:9]=1.[C:21]1(=O)[O:26][C:24](=[O:25])[C:23]2=[CH:27][CH:28]=[CH:29][CH:30]=[C:22]12.CCN(CC)CC. (2) Given the product [Cl:1][C:2]1[CH:11]=[C:10]2[C:5]([C:6]([NH:19][CH3:20])=[N:7][C:8]([C:13]3[CH:14]=[N:15][CH:16]=[CH:17][CH:18]=3)=[N:9]2)=[CH:4][C:3]=1[F:31], predict the reactants needed to synthesize it. The reactants are: [Cl:1][C:2]1[C:11](F)=[C:10]2[C:5]([C:6]([NH:19][CH3:20])=[N:7][C:8]([C:13]3[CH:14]=[N:15][CH:16]=[CH:17][CH:18]=3)=[N:9]2)=[CH:4][CH:3]=1.NC1C([F:31])=C(Cl)C=CC=1C(O)=O. (3) Given the product [CH2:27]([NH:34][C:12]1[CH:13]=[C:14]2[C:9](=[CH:10][CH:11]=1)[N:8]=[C:7]([NH:16][CH2:17][C:18]1[CH:23]=[C:22]([F:24])[CH:21]=[CH:20][C:19]=1[O:25][CH3:26])[CH:6]=[C:5]2[NH2:4])[C:28]1[CH:33]=[CH:32][CH:31]=[CH:30][CH:29]=1, predict the reactants needed to synthesize it. The reactants are: C([NH:4][C:5]1[C:14]2[C:9](=[CH:10][CH:11]=[C:12](Cl)[CH:13]=2)[N:8]=[C:7]([NH:16][CH2:17][C:18]2[CH:23]=[C:22]([F:24])[CH:21]=[CH:20][C:19]=2[O:25][CH3:26])[CH:6]=1)C=C.[CH2:27]([NH2:34])[C:28]1[CH:33]=[CH:32][CH:31]=[CH:30][CH:29]=1. (4) The reactants are: [CH2:1]([Li])[CH2:2][CH2:3]C.[Br:6][C:7]1[CH:15]=[C:14]2[C:10]([CH2:11][C:12](=O)[NH:13]2)=[CH:9][CH:8]=1.[CH3:20][N:18]([CH3:24])[CH2:19][CH2:20][N:18]([CH3:24])[CH3:19].IC.[C:27](=[O:30])([O-])O.[Na+]. Given the product [Br:6][C:7]1[CH:15]=[C:14]2[C:10]([C:11]([CH3:1])([CH3:12])[C:27](=[O:30])[NH:13]2)=[CH:9][CH:8]=1.[Br:6][C:7]1[CH:15]=[C:19]2[C:20]([C:2]([CH3:3])([CH3:1])[C:27](=[O:30])[N:18]2[CH3:24])=[CH:9][CH:8]=1, predict the reactants needed to synthesize it.